Dataset: Retrosynthesis with 50K atom-mapped reactions and 10 reaction types from USPTO. Task: Predict the reactants needed to synthesize the given product. (1) Given the product Cc1cc(C2=NOC(c3cc(Cl)cc(Cl)c3)(C(F)(F)F)C2=NO)ccc1C(=O)O, predict the reactants needed to synthesize it. The reactants are: Cc1cc(C2=NOC(c3cc(Cl)cc(Cl)c3)(C(F)(F)F)C2=NO)ccc1C(=O)OC(C)(C)C. (2) Given the product CCc1nc2c(F)ccc(O[C@@H](C)C(=O)O)c2c(OC(F)F)c1Cc1ccc(Cl)cc1, predict the reactants needed to synthesize it. The reactants are: CCc1nc2c(F)ccc(O[C@@H](C)C(=O)OC)c2c(OC(F)F)c1Cc1ccc(Cl)cc1. (3) Given the product C#CCC(CC#C)C(=O)OC, predict the reactants needed to synthesize it. The reactants are: C#CCC(CC#C)(C(=O)OC)C(=O)OC. (4) Given the product COCCn1cc(C(=O)N2CCC(c3cc(CNC(=O)C(F)(F)F)ccc3F)CC2)c2c(NC(=O)C3CC4CCC3C4)cccc21, predict the reactants needed to synthesize it. The reactants are: COCCn1cc(C(=O)N2CCC(c3cc(CNC(=O)C(F)(F)F)ccc3F)CC2)c2c(N)cccc21.O=C(O)C1CC2CCC1C2. (5) Given the product N#Cc1ccc(S(=O)(=O)Nc2cnc(Oc3cc4ccccc4cn3)c(Cl)c2)cc1, predict the reactants needed to synthesize it. The reactants are: N#Cc1ccc(S(=O)(=O)Cl)cc1.Nc1cnc(Oc2cc3ccccc3cn2)c(Cl)c1.